From a dataset of Peptide-MHC class I binding affinity with 185,985 pairs from IEDB/IMGT. Regression. Given a peptide amino acid sequence and an MHC pseudo amino acid sequence, predict their binding affinity value. This is MHC class I binding data. (1) The peptide sequence is SRISIYWTI. The MHC is HLA-A01:01 with pseudo-sequence HLA-A01:01. The binding affinity (normalized) is 0.183. (2) The peptide sequence is WYKMWRVSK. The MHC is HLA-A02:19 with pseudo-sequence HLA-A02:19. The binding affinity (normalized) is 0.0847. (3) The peptide sequence is EQNLTDTNFK. The MHC is HLA-A31:01 with pseudo-sequence HLA-A31:01. The binding affinity (normalized) is 0. (4) The peptide sequence is GAPWKIWML. The MHC is HLA-B07:02 with pseudo-sequence HLA-B07:02. The binding affinity (normalized) is 0.0847. (5) The peptide sequence is SRWAISHWL. The MHC is HLA-A11:01 with pseudo-sequence HLA-A11:01. The binding affinity (normalized) is 0.0847. (6) The binding affinity (normalized) is 0.171. The peptide sequence is DVKDSSLLN. The MHC is H-2-Kb with pseudo-sequence H-2-Kb. (7) The peptide sequence is THIVRGRDL. The MHC is HLA-A11:01 with pseudo-sequence HLA-A11:01. The binding affinity (normalized) is 0.0847. (8) The peptide sequence is GRGQILLGK. The MHC is HLA-B15:01 with pseudo-sequence HLA-B15:01. The binding affinity (normalized) is 0.0847. (9) The peptide sequence is DLKRKFYTL. The MHC is HLA-B08:01 with pseudo-sequence HLA-B08:01. The binding affinity (normalized) is 0.674.